From a dataset of Forward reaction prediction with 1.9M reactions from USPTO patents (1976-2016). Predict the product of the given reaction. The product is: [Cl:12][C:13]1[C:14]([N+:23]([O-:25])=[O:24])=[C:15]2[C:20](=[CH:21][CH:22]=1)[N+:19]([O-:9])=[CH:18][CH:17]=[CH:16]2. Given the reactants ClC1C=CC=C(C(OO)=[O:9])C=1.[Cl:12][C:13]1[C:14]([N+:23]([O-:25])=[O:24])=[C:15]2[C:20](=[CH:21][CH:22]=1)[N:19]=[CH:18][CH:17]=[CH:16]2.C([O-])([O-])=O.[Na+].[Na+].[OH-].[Na+], predict the reaction product.